This data is from Catalyst prediction with 721,799 reactions and 888 catalyst types from USPTO. The task is: Predict which catalyst facilitates the given reaction. (1) Reactant: OC[CH2:3][N:4]1[CH2:9][CH2:8][NH:7][CH2:6][CH2:5]1.[CH2:10]=[C:11]1[O:15][C:13](=[O:14])[CH2:12]1. Product: [CH3:3][N:4]1[CH2:9][CH2:8][N:7]([C:13](=[O:14])[CH2:12][C:11](=[O:15])[CH3:10])[CH2:6][CH2:5]1. The catalyst class is: 7. (2) Reactant: [C:1]([C:3]1[CH:4]=[C:5]([N:9]2[C:18]3[CH:17]=[CH:16][C:15]4[CH:19]=[CH:20][CH:21]=[CH:22][C:14]=4[C:13]=3[NH:12][C:11](=[O:23])[C:10]2=[O:24])[CH:6]=[CH:7][CH:8]=1)#[N:2].C([Sn]([N:38]=[N+:39]=[N-:40])(CCCC)CCCC)CCC.[OH-].[Na+]. Product: [NH:38]1[C:1]([C:3]2[CH:4]=[C:5]([N:9]3[C:18]4[CH:17]=[CH:16][C:15]5[CH:19]=[CH:20][CH:21]=[CH:22][C:14]=5[C:13]=4[NH:12][C:11](=[O:23])[C:10]3=[O:24])[CH:6]=[CH:7][CH:8]=2)=[N:2][N:40]=[N:39]1. The catalyst class is: 11.